This data is from Reaction yield outcomes from USPTO patents with 853,638 reactions. The task is: Predict the reaction yield, written as a fraction of the theoretical maximum amount of product (1.0 means a 100% yield; for example, 0.34 means a 34% yield). (1) The reactants are [CH:1]([C:3]1[CH:4]=[C:5]2[C:9](=[CH:10][CH:11]=1)[NH:8][CH:7]=[CH:6]2)=O.C(OC(OC(OC(C)(C)C)=O)=O)(C)(C)C.[OH:27][CH2:28][CH2:29][N:30]1[CH2:35][CH2:34][NH:33][CH2:32][CH2:31]1.C(O)(=O)C.C(O[BH-](OC(=O)C)OC(=O)C)(=O)C.[Na+].C(=O)([O-])[O-].[Na+].[Na+]. The catalyst is C(#N)C.CN(C1C=CN=CC=1)C.O. The product is [OH:27][CH2:28][CH2:29][N:30]1[CH2:35][CH2:34][N:33]([CH2:1][C:3]2[CH:4]=[C:5]3[C:9](=[CH:10][CH:11]=2)[NH:8][CH:7]=[CH:6]3)[CH2:32][CH2:31]1. The yield is 0.950. (2) The reactants are C(O)(C)C.[F:5][C:6]1[CH:11]=[CH:10][CH:9]=[C:8]([F:12])[C:7]=1[N:13]1[C:18]2[N:19]=[C:20]([NH:38][CH2:39][C:40]3[NH:41][CH:42]=[CH:43][N:44]=3)[N:21]=[C:22]([C:23]3[CH:24]=[C:25]([CH:34]=[CH:35][C:36]=3[CH3:37])[C:26]([NH:28][C:29]3[S:30][CH:31]=[CH:32][N:33]=3)=[O:27])[C:17]=2[CH:16]=[CH:15][C:14]1=[O:45].[C:46]([OH:53])(=[O:52])/[CH:47]=[CH:48]/[C:49]([OH:51])=[O:50]. The catalyst is C(O)C. The product is [C:46]([OH:53])(=[O:52])/[CH:47]=[CH:48]/[C:49]([OH:51])=[O:50].[F:5][C:6]1[CH:11]=[CH:10][CH:9]=[C:8]([F:12])[C:7]=1[N:13]1[C:18]2[N:19]=[C:20]([NH:38][CH2:39][C:40]3[NH:44][CH:43]=[CH:42][N:41]=3)[N:21]=[C:22]([C:23]3[CH:24]=[C:25]([CH:34]=[CH:35][C:36]=3[CH3:37])[C:26]([NH:28][C:29]3[S:30][CH:31]=[CH:32][N:33]=3)=[O:27])[C:17]=2[CH:16]=[CH:15][C:14]1=[O:45]. The yield is 0.614. (3) The reactants are C[N:2]1[CH2:8][CH:7]=[C:6](C2C=CC(C)=CC=2)[C:5]2[CH:16]=[CH:17][C:18](N3CCN(C4N=CC=CN=4)CC3)=[CH:19][C:4]=2[CH2:3]1. The catalyst is C(O)C.[OH-].[Pd+2].[OH-]. The product is [NH:2]1[C:3]2[CH:4]=[CH:19][CH:18]=[CH:17][C:16]=2[CH:5]=[CH:6][CH:7]=[CH:8]1. The yield is 0.420. (4) The catalyst is O1CCCC1. The reactants are [Cl:1][C:2]1[N:3]=[C:4]([C:9]([NH:11][C:12]2[CH:17]=[CH:16][C:15]([C:18]3[O:19][CH:20]=[C:21]([C:23]([O:25]C)=[O:24])[N:22]=3)=[CH:14][C:13]=2[CH3:27])=[O:10])[NH:5][C:6]=1[CH2:7][CH3:8].[OH-].[Li+].[CH3:30]O. The product is [Cl:1][C:2]1[N:3]=[C:4]([C:9]([NH:11][C:12]2[CH:17]=[CH:16][C:15]([C:18]3[O:19][C:20]([CH3:30])=[C:21]([C:23]([OH:25])=[O:24])[N:22]=3)=[CH:14][C:13]=2[CH3:27])=[O:10])[NH:5][C:6]=1[CH2:7][CH3:8]. The yield is 0.800. (5) The reactants are Cl.C(=[N:9][N:10]([CH:12]=[C:13]([C:19]#[N:20])[C:14]([O:16][CH2:17][CH3:18])=[O:15])[CH3:11])C1C=CC=CC=1. The catalyst is C(O)C. The product is [NH2:20][C:19]1[C:13]([C:14]([O:16][CH2:17][CH3:18])=[O:15])=[CH:12][N:10]([CH3:11])[N:9]=1. The yield is 0.950. (6) The reactants are [Br:1][C:2]1[CH:3]=[CH:4][C:5]([O:21][CH3:22])=[C:6]([C:8]2[N:9]([C:14]3[N:19]=[C:18](Br)[CH:17]=[CH:16][CH:15]=3)[C:10]([CH3:13])=[CH:11][CH:12]=2)[CH:7]=1.C(N([CH2:28][CH3:29])CC)C.[C]=[O:31].[CH2:32]([OH:34])C. The catalyst is Cl[Pd](Cl)([P](C1C=CC=CC=1)(C1C=CC=CC=1)C1C=CC=CC=1)[P](C1C=CC=CC=1)(C1C=CC=CC=1)C1C=CC=CC=1. The product is [CH2:28]([O:31][C:32](=[O:34])[C:18]1[CH:17]=[CH:16][CH:15]=[C:14]([N:9]2[C:10]([CH3:13])=[CH:11][CH:12]=[C:8]2[C:6]2[CH:7]=[C:2]([Br:1])[CH:3]=[CH:4][C:5]=2[O:21][CH3:22])[N:19]=1)[CH3:29]. The yield is 0.630. (7) The reactants are [C:1]([O:5][C:6]([N:8]1[CH2:13][CH2:12][C:11]([C:15]2[CH:20]=[CH:19][C:18]([Cl:21])=[CH:17][CH:16]=2)([OH:14])[CH:10]([NH2:22])[CH2:9]1)=[O:7])([CH3:4])([CH3:3])[CH3:2].[C:23](Cl)(=[O:26])[CH2:24][CH3:25].C(N(CC)CC)C. The catalyst is C(Cl)Cl. The product is [C:1]([O:5][C:6]([N:8]1[CH2:13][CH2:12][C:11]([C:15]2[CH:16]=[CH:17][C:18]([Cl:21])=[CH:19][CH:20]=2)([OH:14])[CH:10]([NH:22][C:23](=[O:26])[CH2:24][CH3:25])[CH2:9]1)=[O:7])([CH3:4])([CH3:2])[CH3:3]. The yield is 0.970.